From a dataset of Reaction yield outcomes from USPTO patents with 853,638 reactions. Predict the reaction yield, written as a fraction of the theoretical maximum amount of product (1.0 means a 100% yield; for example, 0.34 means a 34% yield). (1) The catalyst is O1CCOCC1. The yield is 0.950. The reactants are [P:1]([O:35]C(C)(C)C)([O:30]C(C)(C)C)([O:3][CH2:4][C:5]1[CH:6]=[CH:7][C:8]2[C:14]3[C:15]([O:23][CH3:24])=[C:16]([O:21][CH3:22])[C:17]([O:19][CH3:20])=[CH:18][C:13]=3[CH2:12][CH2:11][C@H:10]([NH:25][C:26](=[O:28])[CH3:27])[C:9]=2[CH:29]=1)=[O:2].Cl. The product is [P:1]([OH:30])([OH:35])([O:3][CH2:4][C:5]1[CH:6]=[CH:7][C:8]2[C:14]3[C:15]([O:23][CH3:24])=[C:16]([O:21][CH3:22])[C:17]([O:19][CH3:20])=[CH:18][C:13]=3[CH2:12][CH2:11][C@H:10]([NH:25][C:26](=[O:28])[CH3:27])[C:9]=2[CH:29]=1)=[O:2]. (2) The reactants are [NH2:1][CH2:2][CH2:3]O.C(N(CC)CC)C.[F:12][C:13]([F:26])([F:25])[S:14](O[S:14]([C:13]([F:26])([F:25])[F:12])(=[O:16])=[O:15])(=[O:16])=[O:15].[NH:27]1[CH2:32][CH2:31][CH:30]([CH2:33][NH:34][C:35](=[O:41])[O:36][C:37]([CH3:40])([CH3:39])[CH3:38])[CH2:29][CH2:28]1. The catalyst is C(Cl)Cl. The product is [F:12][C:13]([F:26])([F:25])[S:14]([NH:1][CH2:2][CH2:3][N:27]1[CH2:32][CH2:31][CH:30]([CH2:33][NH:34][C:35](=[O:41])[O:36][C:37]([CH3:38])([CH3:40])[CH3:39])[CH2:29][CH2:28]1)(=[O:16])=[O:15]. The yield is 0.260. (3) The reactants are [CH3:1][N:2]([CH3:18])[CH2:3][CH2:4][O:5][C:6]1[CH:13]=[C:12]([C:14]([F:17])([F:16])[F:15])[CH:11]=[CH:10][C:7]=1[C:8]#[N:9].[H-].[H-].[H-].[H-].[Li+].[Al+3].O. The catalyst is CCOCC. The product is [NH2:9][CH2:8][C:7]1[CH:10]=[CH:11][C:12]([C:14]([F:15])([F:16])[F:17])=[CH:13][C:6]=1[O:5][CH2:4][CH2:3][N:2]([CH3:18])[CH3:1]. The yield is 0.670. (4) The reactants are [C:1]([N:5]([C:27](=[O:36])[C:28]1[CH:33]=[C:32]([CH3:34])[CH:31]=[C:30]([CH3:35])[CH:29]=1)[NH:6][C:7](=[O:26])[C:8]1[CH:13]=[CH:12][C:11]([CH:14](Br)Br)=[C:10]([B:17]2[O:21][C:20]([CH3:23])([CH3:22])[C:19]([CH3:25])([CH3:24])[O:18]2)[CH:9]=1)([CH3:4])([CH3:3])[CH3:2].[CH3:37][O-:38].[Na+].[CH3:40][OH:41]. No catalyst specified. The product is [C:1]([N:5]([C:27](=[O:36])[C:28]1[CH:33]=[C:32]([CH3:34])[CH:31]=[C:30]([CH3:35])[CH:29]=1)[NH:6][C:7](=[O:26])[C:8]1[CH:13]=[CH:12][C:11]([CH:14]([O:41][CH3:40])[O:38][CH3:37])=[C:10]([B:17]2[O:21][C:20]([CH3:23])([CH3:22])[C:19]([CH3:25])([CH3:24])[O:18]2)[CH:9]=1)([CH3:4])([CH3:3])[CH3:2]. The yield is 0.920. (5) The reactants are C([NH:4][C:5]1([C:18]2[CH:23]=[CH:22][C:21]([Cl:24])=[CH:20][CH:19]=2)[CH2:10][CH2:9][N:8](C(OCC)=O)[CH2:7][C:6]1([CH3:17])[CH3:16])(=O)C.[OH-].[Na+].O. The catalyst is C(O)C. The product is [Cl:24][C:21]1[CH:22]=[CH:23][C:18]([C:5]2([NH2:4])[CH2:10][CH2:9][NH:8][CH2:7][C:6]2([CH3:16])[CH3:17])=[CH:19][CH:20]=1. The yield is 0.930. (6) The reactants are [CH3:1][C:2]1[C:7]([C:8]2[C:16]3[O:15][CH2:14][C@@H:13]([N:17](C(=O)C(F)(F)F)[C:18]4[CH:31]=[CH:30][C:21]5[C@H:22]([CH2:25][C:26]([O:28]C)=[O:27])[CH2:23][O:24][C:20]=5[CH:19]=4)[C:12]=3[CH:11]=[CH:10][CH:9]=2)=[C:6]([CH3:38])[N:5]=[C:4]([N:39]2[CH2:44][CH2:43][O:42][CH2:41][CH2:40]2)[N:3]=1.[OH-].[Na+].Cl. The catalyst is O1CCCC1.CO.[Cl-].[Na+].O. The product is [CH3:38][C:6]1[C:7]([C:8]2[C:16]3[O:15][CH2:14][C@@H:13]([NH:17][C:18]4[CH:31]=[CH:30][C:21]5[C@H:22]([CH2:25][C:26]([OH:28])=[O:27])[CH2:23][O:24][C:20]=5[CH:19]=4)[C:12]=3[CH:11]=[CH:10][CH:9]=2)=[C:2]([CH3:1])[N:3]=[C:4]([N:39]2[CH2:40][CH2:41][O:42][CH2:43][CH2:44]2)[N:5]=1. The yield is 0.780. (7) The reactants are Br[C:2]1[S:3][C:4](Br)=[CH:5][C:6]=1[CH2:7][C:8]([O:10][CH2:11][CH3:12])=[O:9].C([Sn](CCCC)(CCCC)[C:19]1[S:20][CH:21]=[CH:22][CH:23]=1)CCC.CN(C=O)C. The catalyst is Cl[Pd](Cl)([P](C1C=CC=CC=1)(C1C=CC=CC=1)C1C=CC=CC=1)[P](C1C=CC=CC=1)(C1C=CC=CC=1)C1C=CC=CC=1.O. The product is [S:3]1[CH:4]=[CH:5][CH:6]=[C:2]1[C:2]1[S:3][C:4]([C:21]2[S:20][CH:19]=[CH:23][CH:22]=2)=[CH:5][C:6]=1[CH2:7][C:8]([O:10][CH2:11][CH3:12])=[O:9]. The yield is 0.850. (8) The reactants are [Cl:1][S:2]([OH:5])(=O)=[O:3].[Cl:6][C:7]1[CH:26]=[C:25]([Cl:27])[CH:24]=[CH:23][C:8]=1[O:9][CH2:10][CH2:11][CH:12]1[CH2:21][C:20]2[C:15](=[CH:16][CH:17]=[CH:18][CH:19]=2)[NH:14][C:13]1=[O:22]. No catalyst specified. The product is [Cl:6][C:7]1[CH:26]=[C:25]([Cl:27])[CH:24]=[CH:23][C:8]=1[O:9][CH2:10][CH2:11][CH:12]1[CH2:21][C:20]2[C:15](=[CH:16][CH:17]=[C:18]([S:2]([Cl:1])(=[O:5])=[O:3])[CH:19]=2)[NH:14][C:13]1=[O:22]. The yield is 0.470.